This data is from Forward reaction prediction with 1.9M reactions from USPTO patents (1976-2016). The task is: Predict the product of the given reaction. Given the reactants [NH2:1][C@@H:2]([CH2:6][C:7]1[CH:12]=[CH:11][CH:10]=[CH:9][CH:8]=1)[C:3]([OH:5])=[O:4].I[C:14]1[CH:19]=[CH:18][CH:17]=[CH:16][CH:15]=1.C([O-])([O-])=O.[K+].[K+].[Cl-].C(N(CC)CC)C, predict the reaction product. The product is: [C:7]1([CH2:6][CH:2]([NH:1][C:14]2[CH:19]=[CH:18][CH:17]=[CH:16][CH:15]=2)[C:3]([OH:5])=[O:4])[CH:12]=[CH:11][CH:10]=[CH:9][CH:8]=1.